Dataset: Retrosynthesis with 50K atom-mapped reactions and 10 reaction types from USPTO. Task: Predict the reactants needed to synthesize the given product. (1) Given the product CC(=O)[C@H](C)NC(=O)OC(C)(C)C, predict the reactants needed to synthesize it. The reactants are: CON(C)C(=O)[C@H](C)NC(=O)OC(C)(C)C. (2) Given the product CN1CC=C(c2cn(S(=O)(=O)c3ccccc3)c3ccc(C#N)cc23)CC1, predict the reactants needed to synthesize it. The reactants are: CN1CC=C(c2c[nH]c3ccc(C#N)cc23)CC1.O=S(=O)(Cl)c1ccccc1. (3) Given the product O=c1cc(CO)oc(CN2CCOCC2)c1O, predict the reactants needed to synthesize it. The reactants are: C1COCCN1.C=O.O=c1cc(CO)occ1O. (4) The reactants are: COC(=O)C(Br)CC(C)C.OCc1ccc(Br)cc1. Given the product COC(=O)C(CC(C)C)OCc1ccc(Br)cc1, predict the reactants needed to synthesize it. (5) Given the product Cc1ccc(C(=O)Nc2cc(Sc3ccc(Cl)cc3)c([N+](=O)[O-])cc2NC(=O)c2ccc(C)cc2)cc1, predict the reactants needed to synthesize it. The reactants are: Cc1ccc(C(=O)Nc2cc(F)c([N+](=O)[O-])cc2NC(=O)c2ccc(C)cc2)cc1.Sc1ccc(Cl)cc1. (6) The reactants are: CI.CN(C)C=NC1=NC(C)(c2ccc(Cl)c(Cl)c2)CC(=O)N1. Given the product CN(C)C=NC1=NC(C)(c2ccc(Cl)c(Cl)c2)CC(=O)N1C, predict the reactants needed to synthesize it. (7) Given the product CN(C)CCSCc1ccc2sc(S(N)(=O)=O)cc2c1, predict the reactants needed to synthesize it. The reactants are: CN(C)CCS.NS(=O)(=O)c1cc2cc(CBr)ccc2s1.